Dataset: NCI-60 drug combinations with 297,098 pairs across 59 cell lines. Task: Regression. Given two drug SMILES strings and cell line genomic features, predict the synergy score measuring deviation from expected non-interaction effect. (1) Drug 1: C1CN(CCN1C(=O)CCBr)C(=O)CCBr. Drug 2: C(CCl)NC(=O)N(CCCl)N=O. Cell line: NCI-H522. Synergy scores: CSS=25.3, Synergy_ZIP=-4.06, Synergy_Bliss=-0.0737, Synergy_Loewe=-3.47, Synergy_HSA=0.240. (2) Drug 1: C1CC(=O)NC(=O)C1N2CC3=C(C2=O)C=CC=C3N. Drug 2: C1=CC(=CC=C1CCCC(=O)O)N(CCCl)CCCl. Cell line: HOP-62. Synergy scores: CSS=44.6, Synergy_ZIP=-0.868, Synergy_Bliss=-0.681, Synergy_Loewe=-9.01, Synergy_HSA=0.452. (3) Drug 1: B(C(CC(C)C)NC(=O)C(CC1=CC=CC=C1)NC(=O)C2=NC=CN=C2)(O)O. Drug 2: CN1C=C(C=N1)C2=C3N=C(C(=C(N3N=C2)N)Br)C4CCCNC4. Cell line: SK-OV-3. Synergy scores: CSS=64.9, Synergy_ZIP=0.709, Synergy_Bliss=-0.161, Synergy_Loewe=-3.59, Synergy_HSA=1.46. (4) Drug 1: CNC(=O)C1=NC=CC(=C1)OC2=CC=C(C=C2)NC(=O)NC3=CC(=C(C=C3)Cl)C(F)(F)F. Drug 2: C1=NC2=C(N1)C(=S)N=CN2. Cell line: SK-MEL-2. Synergy scores: CSS=13.7, Synergy_ZIP=9.57, Synergy_Bliss=5.08, Synergy_Loewe=0.539, Synergy_HSA=-1.00. (5) Drug 1: C1CC(CCC1OC2=C(C(=CC=C2)Cl)F)(CC3=NC(=CC=C3)NC4=NC=CS4)C(=O)O. Drug 2: CCC1(C2=C(COC1=O)C(=O)N3CC4=CC5=C(C=CC(=C5CN(C)C)O)N=C4C3=C2)O. Cell line: UACC62. Synergy scores: CSS=62.6, Synergy_ZIP=1.44, Synergy_Bliss=0.340, Synergy_Loewe=-1.16, Synergy_HSA=4.47. (6) Drug 1: CC1OCC2C(O1)C(C(C(O2)OC3C4COC(=O)C4C(C5=CC6=C(C=C35)OCO6)C7=CC(=C(C(=C7)OC)O)OC)O)O. Drug 2: C1C(C(OC1N2C=NC3=C2NC=NCC3O)CO)O. Cell line: OVCAR-4. Synergy scores: CSS=4.21, Synergy_ZIP=-3.22, Synergy_Bliss=-2.29, Synergy_Loewe=0.112, Synergy_HSA=-0.102. (7) Drug 1: CC1C(C(=O)NC(C(=O)N2CCCC2C(=O)N(CC(=O)N(C(C(=O)O1)C(C)C)C)C)C(C)C)NC(=O)C3=C4C(=C(C=C3)C)OC5=C(C(=O)C(=C(C5=N4)C(=O)NC6C(OC(=O)C(N(C(=O)CN(C(=O)C7CCCN7C(=O)C(NC6=O)C(C)C)C)C)C(C)C)C)N)C. Drug 2: CC1CCC2CC(C(=CC=CC=CC(CC(C(=O)C(C(C(=CC(C(=O)CC(OC(=O)C3CCCCN3C(=O)C(=O)C1(O2)O)C(C)CC4CCC(C(C4)OC)O)C)C)O)OC)C)C)C)OC. Cell line: HOP-62. Synergy scores: CSS=27.0, Synergy_ZIP=-5.30, Synergy_Bliss=7.80, Synergy_Loewe=-1.43, Synergy_HSA=3.73. (8) Drug 1: COC1=C(C=C2C(=C1)N=CN=C2NC3=CC(=C(C=C3)F)Cl)OCCCN4CCOCC4. Drug 2: CC1C(C(=O)NC(C(=O)N2CCCC2C(=O)N(CC(=O)N(C(C(=O)O1)C(C)C)C)C)C(C)C)NC(=O)C3=C4C(=C(C=C3)C)OC5=C(C(=O)C(=C(C5=N4)C(=O)NC6C(OC(=O)C(N(C(=O)CN(C(=O)C7CCCN7C(=O)C(NC6=O)C(C)C)C)C)C(C)C)C)N)C. Cell line: NCI-H522. Synergy scores: CSS=36.6, Synergy_ZIP=7.72, Synergy_Bliss=11.2, Synergy_Loewe=11.1, Synergy_HSA=11.2. (9) Drug 1: CNC(=O)C1=CC=CC=C1SC2=CC3=C(C=C2)C(=NN3)C=CC4=CC=CC=N4. Drug 2: CCCCC(=O)OCC(=O)C1(CC(C2=C(C1)C(=C3C(=C2O)C(=O)C4=C(C3=O)C=CC=C4OC)O)OC5CC(C(C(O5)C)O)NC(=O)C(F)(F)F)O. Cell line: MDA-MB-435. Synergy scores: CSS=1.92, Synergy_ZIP=3.90, Synergy_Bliss=6.26, Synergy_Loewe=4.05, Synergy_HSA=3.91.